Dataset: Full USPTO retrosynthesis dataset with 1.9M reactions from patents (1976-2016). Task: Predict the reactants needed to synthesize the given product. (1) The reactants are: [CH:1]([C:3]1[CH:8]=[C:7]([O:9][CH3:10])[CH:6]=[CH:5][C:4]=1B(O)O)=[O:2].[CH3:14][C:15]1[CH:19]=[CH:18][NH:17][N:16]=1.N1C=CC=CC=1. Given the product [CH3:10][O:9][C:7]1[CH:6]=[CH:5][C:4]([N:17]2[CH:18]=[CH:19][C:15]([CH3:14])=[N:16]2)=[C:3]([CH:8]=1)[CH:1]=[O:2], predict the reactants needed to synthesize it. (2) Given the product [Cl:18][C:4]1[CH:3]=[C:2]([C:23]2[CH:24]=[CH:25][C:20]([F:19])=[CH:21][CH:22]=2)[C:10]2[N:9]3[CH2:11][CH2:12][CH2:13][NH:14][C:15](=[O:16])[C:8]3=[C:7]([CH3:17])[C:6]=2[CH:5]=1, predict the reactants needed to synthesize it. The reactants are: Br[C:2]1[C:10]2[N:9]3[CH2:11][CH2:12][CH2:13][NH:14][C:15](=[O:16])[C:8]3=[C:7]([CH3:17])[C:6]=2[CH:5]=[C:4]([Cl:18])[CH:3]=1.[F:19][C:20]1[CH:25]=[CH:24][C:23](B(O)O)=[CH:22][CH:21]=1. (3) Given the product [CH3:23][C:24]1([CH3:43])[O:28][C@H:27]([CH2:29][O:30][C:31]2[C:32]([CH3:42])=[CH:33][C:34]([C:35]3[N:37]=[C:20]([CH2:19][CH2:18][CH2:17][C:7]4([C:1]5[CH:6]=[CH:5][CH:4]=[CH:3][CH:2]=5)[CH2:16][CH2:15][CH2:14][CH2:13][C:8]54[O:12][CH2:11][CH2:10][O:9]5)[O:21][N:36]=3)=[CH:39][C:40]=2[CH3:41])[CH2:26][O:25]1, predict the reactants needed to synthesize it. The reactants are: [C:1]1([C:7]2([CH2:17][CH2:18][CH2:19][C:20](O)=[O:21])[CH2:16][CH2:15][CH2:14][CH2:13][C:8]32[O:12][CH2:11][CH2:10][O:9]3)[CH:6]=[CH:5][CH:4]=[CH:3][CH:2]=1.[CH3:23][C:24]1([CH3:43])[O:28][C@H:27]([CH2:29][O:30][C:31]2[C:40]([CH3:41])=[CH:39][C:34](/[C:35](=[N:37]/O)/[NH2:36])=[CH:33][C:32]=2[CH3:42])[CH2:26][O:25]1.C(N=C=NC(C)C)(C)C.CCCC[N+](CCCC)(CCCC)CCCC.[F-]. (4) Given the product [Cl:27][C:25]1[CH:26]=[C:21]([CH:16]([C:17]([F:19])([F:20])[F:18])/[CH:15]=[CH:14]/[C:10]2[CH:9]=[C:8]3[C:13](=[CH:12][CH:11]=2)[N:5]([C:3](=[O:4])[CH2:2][NH:1][C:33](=[O:34])[CH2:32][C:31]([F:37])([F:36])[F:30])[CH:6]=[CH:7]3)[CH:22]=[C:23]([Cl:29])[C:24]=1[F:28], predict the reactants needed to synthesize it. The reactants are: [NH2:1][CH2:2][C:3]([N:5]1[C:13]2[C:8](=[CH:9][C:10](/[CH:14]=[CH:15]/[CH:16]([C:21]3[CH:26]=[C:25]([Cl:27])[C:24]([F:28])=[C:23]([Cl:29])[CH:22]=3)[C:17]([F:20])([F:19])[F:18])=[CH:11][CH:12]=2)[CH:7]=[CH:6]1)=[O:4].[F:30][C:31]([F:37])([F:36])[CH2:32][C:33](O)=[O:34].C1CN([P+](ON2N=NC3C=CC=CC2=3)(N2CCCC2)N2CCCC2)CC1.F[P-](F)(F)(F)(F)F.CCN(C(C)C)C(C)C. (5) Given the product [F:31][C:12]([F:11])([F:30])[C:32]([OH:34])=[O:33].[Cl:2][C:3]1[CH:8]=[C:7]([F:9])[CH:6]=[CH:5][C:4]=1[CH:17]1[CH2:22][CH2:21][NH:20][CH2:19][CH2:18]1, predict the reactants needed to synthesize it. The reactants are: [I-].[Cl:2][C:3]1[CH:8]=[C:7]([F:9])[CH:6]=[CH:5][C:4]=1[Zn+].[F:11][C:12]([F:31])([F:30])S(O[C:17]1[CH2:18][CH2:19][N:20](C(OC(C)(C)C)=O)[CH2:21][CH:22]=1)(=O)=O.[C:32](=O)([OH:34])[O-:33].[Na+]. (6) Given the product [ClH:36].[CH2:1]([O:8][C:9](=[O:35])[CH2:10][O:11][C@@H:12]([C:29](=[O:34])[N:30]([O:32][CH3:33])[CH3:31])[C@@H:13]([NH2:21])[CH2:14][C:15]1[CH:16]=[CH:17][CH:18]=[CH:19][CH:20]=1)[C:2]1[CH:7]=[CH:6][CH:5]=[CH:4][CH:3]=1, predict the reactants needed to synthesize it. The reactants are: [CH2:1]([O:8][C:9](=[O:35])[CH2:10][O:11][C@@H:12]([C:29](=[O:34])[N:30]([O:32][CH3:33])[CH3:31])[C@@H:13]([NH:21]C(OC(C)(C)C)=O)[CH2:14][C:15]1[CH:20]=[CH:19][CH:18]=[CH:17][CH:16]=1)[C:2]1[CH:7]=[CH:6][CH:5]=[CH:4][CH:3]=1.[ClH:36].O1CCOCC1. (7) Given the product [Br:1][C:2]1[CH:3]=[CH:4][C:5]([C:8]2[N:12]([C:13]3[C:18]([Cl:19])=[CH:17][C:16]([Cl:20])=[CH:15][N:14]=3)[C:11]([Cl:22])=[N:10][C:9]=2[CH3:21])=[CH:6][CH:7]=1, predict the reactants needed to synthesize it. The reactants are: [Br:1][C:2]1[CH:7]=[CH:6][C:5]([C:8]2[N:12]([C:13]3[C:18]([Cl:19])=[CH:17][C:16]([Cl:20])=[CH:15][N:14]=3)[CH:11]=[N:10][C:9]=2[CH3:21])=[CH:4][CH:3]=1.[Cl:22]N1C(=O)CCC1=O. (8) Given the product [Cl:22][C:23]1[CH:24]=[C:25]([C:7]2[CH2:8][CH2:9][N:10]([C:13]([O:15][C:16]([CH3:19])([CH3:18])[CH3:17])=[O:14])[CH2:11][CH:12]=2)[CH:26]=[CH:27][C:28]=1[Cl:29], predict the reactants needed to synthesize it. The reactants are: FC(F)(F)S(O[C:7]1[CH2:8][CH2:9][N:10]([C:13]([O:15][C:16]([CH3:19])([CH3:18])[CH3:17])=[O:14])[CH2:11][CH:12]=1)(=O)=O.[Cl:22][C:23]1[CH:24]=[C:25](B(O)O)[CH:26]=[CH:27][C:28]=1[Cl:29].C([O-])([O-])=O.[Na+].[Na+].[NH4+].[Cl-]. (9) Given the product [Cl:14][C:12]1[CH:11]=[C:6]([CH:5]=[C:4]([C:2]#[N:1])[CH:13]=1)[C:7]([O:9][CH3:10])=[O:8], predict the reactants needed to synthesize it. The reactants are: [NH2:1][C:2]([C:4]1[CH:5]=[C:6]([CH:11]=[C:12]([Cl:14])[CH:13]=1)[C:7]([O:9][CH3:10])=[O:8])=O.S(Cl)(Cl)=O. (10) Given the product [CH3:1][O:2][C:3]1[C:4]([CH3:31])=[C:5]([C:22]([O:29][CH3:30])=[C:23]([O:27][CH3:28])[C:24]=1[O:25][CH3:26])[CH2:6][C:7]1[CH:8]=[CH:9][C:10]([O:21][CH2:39][C:40]([O:42][CH3:43])=[O:41])=[C:11]([CH:20]=1)[C:12]([N:14]1[CH2:15][CH2:16][CH2:17][CH2:18][CH2:19]1)=[O:13], predict the reactants needed to synthesize it. The reactants are: [CH3:1][O:2][C:3]1[C:4]([CH3:31])=[C:5]([C:22]([O:29][CH3:30])=[C:23]([O:27][CH3:28])[C:24]=1[O:25][CH3:26])[CH2:6][C:7]1[CH:8]=[CH:9][C:10]([OH:21])=[C:11]([CH:20]=1)[C:12]([N:14]1[CH2:19][CH2:18][CH2:17][CH2:16][CH2:15]1)=[O:13].C(=O)([O-])[O-].[Na+].[Na+].Br[CH2:39][C:40]([O:42][CH3:43])=[O:41].